This data is from Blood-brain barrier permeability classification from the B3DB database. The task is: Regression/Classification. Given a drug SMILES string, predict its absorption, distribution, metabolism, or excretion properties. Task type varies by dataset: regression for continuous measurements (e.g., permeability, clearance, half-life) or binary classification for categorical outcomes (e.g., BBB penetration, CYP inhibition). Dataset: b3db_classification. (1) The drug is CC(=O)OC1CC2(C)C(CC(O)C3C4(C)CCC(O)C(C)C4CCC32C)/C1=C(/CCC=C(C)C)C(=O)O. The result is 0 (does not penetrate BBB). (2) The result is 0 (does not penetrate BBB). The drug is Cc1cn(-c2cc(NC(=O)c3ccc(C)c(Nc4nccc(-c5cccnc5)n4)c3)cc(C(F)(F)F)c2)cn1. (3) The result is 1 (penetrates BBB). The drug is CC(=O)OCC(=O)[C@@]1(O)CC[C@H]2[C@@H]3C[C@H](Cl)C4=CC(=O)C=C[C@]4(C)[C@H]3C(=O)C[C@@]21C.